Dataset: Full USPTO retrosynthesis dataset with 1.9M reactions from patents (1976-2016). Task: Predict the reactants needed to synthesize the given product. (1) Given the product [C:12]([O:16][C:17]([N:19]1[CH2:24][CH2:23][CH:22]([C:25]2[CH:26]=[N:27][CH:28]=[C:29]([N:6]3[CH2:5][C:4]4[C:8](=[CH:9][CH:10]=[C:2]([Cl:1])[CH:3]=4)[C:7]3=[O:11])[CH:30]=2)[CH2:21][CH2:20]1)=[O:18])([CH3:15])([CH3:13])[CH3:14], predict the reactants needed to synthesize it. The reactants are: [Cl:1][C:2]1[CH:3]=[C:4]2[C:8](=[CH:9][CH:10]=1)[C:7](=[O:11])[NH:6][CH2:5]2.[C:12]([O:16][C:17]([N:19]1[CH2:24][CH2:23][CH:22]([C:25]2[CH:26]=[N:27][CH:28]=[C:29](I)[CH:30]=2)[CH2:21][CH2:20]1)=[O:18])([CH3:15])([CH3:14])[CH3:13].[C@H]1(N)CCCC[C@@H]1N.[O-]P([O-])([O-])=O.[K+].[K+].[K+]. (2) Given the product [CH3:7][O:8][C:9](=[O:25])[C:10]1[CH:15]=[C:14]([S@:16]([CH2:17][CH2:18][CH3:19])=[O:5])[N:13]=[C:12]([NH:20][CH:21]([CH2:23][CH3:24])[CH3:22])[CH:11]=1, predict the reactants needed to synthesize it. The reactants are: B(O[O-])=O.[OH2:5].[Na+].[CH3:7][O:8][C:9](=[O:25])[C:10]1[CH:15]=[C:14]([S:16][CH2:17][CH2:18][CH3:19])[N:13]=[C:12]([NH:20][C@H:21]([CH2:23][CH3:24])[CH3:22])[CH:11]=1. (3) The reactants are: C(O[BH-](OC(=O)C)OC(=O)C)(=O)C.[Na+].Cl.[CH2:16]1[C:19]2([CH2:23][C:22]([C@H:24]3[CH2:29][CH2:28][C@H:27]([C:30]([O:32][CH3:33])=[O:31])[CH2:26][CH2:25]3)=[N:21][O:20]2)[CH2:18][NH:17]1.[CH:34]1([C:37]2[CH:42]=[C:41]([CH:43]=O)[CH:40]=[C:39]([O:45][CH2:46][CH3:47])[C:38]=2[C:48]2[CH:53]=[CH:52][C:51]([F:54])=[CH:50][CH:49]=2)[CH2:36][CH2:35]1.C(=O)([O-])O.[Na+]. Given the product [CH:34]1([C:37]2[CH:42]=[C:41]([CH2:43][N:17]3[CH2:18][C:19]4([CH2:23][C:22]([C@H:24]5[CH2:25][CH2:26][C@H:27]([C:30]([O:32][CH3:33])=[O:31])[CH2:28][CH2:29]5)=[N:21][O:20]4)[CH2:16]3)[CH:40]=[C:39]([O:45][CH2:46][CH3:47])[C:38]=2[C:48]2[CH:49]=[CH:50][C:51]([F:54])=[CH:52][CH:53]=2)[CH2:36][CH2:35]1, predict the reactants needed to synthesize it. (4) Given the product [W:1].[CH3:8][CH2:7][O:6][Si:5]([O:4][CH2:3][CH3:2])([O:9][CH2:10][CH3:11])[O:12][CH2:13][CH3:14], predict the reactants needed to synthesize it. The reactants are: [W:1].[CH3:2][CH2:3][O:4][Si:5]([O:12][CH2:13][CH3:14])([O:9][CH2:10][CH3:11])[O:6][CH2:7][CH3:8].